Dataset: Full USPTO retrosynthesis dataset with 1.9M reactions from patents (1976-2016). Task: Predict the reactants needed to synthesize the given product. (1) Given the product [F:16][C:13]([F:14])([F:15])[C:11]([F:12])([S:17]([F:20])(=[O:18])=[O:19])[C:8]([F:10])([F:9])[C:5]([F:6])=[C:2]([F:4])[F:3], predict the reactants needed to synthesize it. The reactants are: Cl[C:2]([C:5]([C:8]([C:11]([S:17]([F:20])(=[O:19])=[O:18])([C:13]([F:16])([F:15])[F:14])[F:12])([F:10])[F:9])(Cl)[F:6])([F:4])[F:3]. (2) Given the product [Cl:1][C:2]1[CH:3]=[CH:4][C:5]([NH:8][C:9](=[O:15])[O:10][C:11]([CH3:12])([CH3:14])[CH3:13])=[C:6]([CH:26]([C:25]2[CH:28]=[CH:29][CH:30]=[C:31]([O:32][CH2:33][CH3:34])[C:24]=2[O:23][CH2:21][CH3:22])[OH:27])[CH:7]=1, predict the reactants needed to synthesize it. The reactants are: [Cl:1][C:2]1[CH:7]=[CH:6][C:5]([NH:8][C:9](=[O:15])[O:10][C:11]([CH3:14])([CH3:13])[CH3:12])=[CH:4][CH:3]=1.C([Li])(CC)C.[CH2:21]([O:23][C:24]1[C:31]([O:32][CH2:33][CH3:34])=[CH:30][CH:29]=[CH:28][C:25]=1[CH:26]=[O:27])[CH3:22].[Cl-].[NH4+]. (3) The reactants are: [F:1][C:2]1[CH:7]=[C:6]([F:8])[C:5]([F:9])=[CH:4][C:3]=1[N:10]1[CH2:15][CH2:14][NH:13][CH2:12][CH2:11]1.Cl[CH2:17][CH2:18][N:19]1[C:28](=[O:29])[CH2:27][C:22]2([CH2:26][CH2:25][CH2:24][CH2:23]2)[CH2:21][C:20]1=[O:30]. Given the product [F:1][C:2]1[CH:7]=[C:6]([F:8])[C:5]([F:9])=[CH:4][C:3]=1[N:10]1[CH2:11][CH2:12][N:13]([CH2:17][CH2:18][N:19]2[C:20](=[O:30])[CH2:21][C:22]3([CH2:26][CH2:25][CH2:24][CH2:23]3)[CH2:27][C:28]2=[O:29])[CH2:14][CH2:15]1, predict the reactants needed to synthesize it. (4) Given the product [F:26][C:23]1[CH:22]=[C:21]([F:27])[CH:20]=[CH:25][C:24]=1[C:2]1[CH:7]=[CH:6][CH:5]=[CH:4][N:3]=1, predict the reactants needed to synthesize it. The reactants are: Br[C:2]1[CH:7]=[CH:6][CH:5]=[CH:4][N:3]=1.CCCCCC.C([Li])CCC.Br[C:20]1[CH:25]=[CH:24][C:23]([F:26])=[CH:22][C:21]=1[F:27]. (5) Given the product [Br:21][C:2]1[NH:3][C:4]2[N:5]([N:12]=[CH:13][C:14]=2[C:15]#[N:16])[C:6](=[O:11])[C:7]=1[CH:8]([CH3:10])[CH3:9], predict the reactants needed to synthesize it. The reactants are: Cl[C:2]1[NH:3][C:4]2[N:5]([N:12]=[CH:13][C:14]=2[C:15]#[N:16])[C:6](=[O:11])[C:7]=1[CH:8]([CH3:10])[CH3:9].C[Si]([Br:21])(C)C. (6) Given the product [CH:3]1[C:4]2[C:9](=[CH:8][CH:7]=[CH:6][CH:5]=2)[CH:10]=[CH:11][C:2]=1[C:14]1[CH:15]=[C:16]([N+:20]([O-:22])=[O:21])[CH:17]=[CH:18][CH:19]=1, predict the reactants needed to synthesize it. The reactants are: Br[C:2]1[CH:11]=[CH:10][C:9]2[C:4](=[CH:5][CH:6]=[CH:7][CH:8]=2)[CH:3]=1.OB(O)[C:14]1[CH:19]=[CH:18][CH:17]=[C:16]([N+:20]([O-:22])=[O:21])[CH:15]=1. (7) Given the product [NH2:15][C:10]1[CH:9]=[C:8]([C:6]2[N:7]=[C:2]([NH:23][CH2:22][CH:19]3[CH2:20][CH2:21][O:16][CH2:17][CH2:18]3)[CH:3]=[N:4][CH:5]=2)[C:13]([CH3:14])=[CH:12][N:11]=1, predict the reactants needed to synthesize it. The reactants are: Cl[C:2]1[N:7]=[C:6]([C:8]2[C:13]([CH3:14])=[CH:12][N:11]=[C:10]([NH2:15])[CH:9]=2)[CH:5]=[N:4][CH:3]=1.[O:16]1[CH2:21][CH2:20][CH:19]([CH2:22][NH2:23])[CH2:18][CH2:17]1.CCN(C(C)C)C(C)C.CS(C)=O. (8) Given the product [OH:26][CH2:25][C:22]1([CH2:21][C:8]2[C:7]([CH3:35])=[N:6][C:5]([O:36][CH3:37])=[C:4]([CH:1]([CH3:2])[CH3:3])[C:9]=2[C:10]([C:12]2[CH:13]=[C:14]([CH:17]=[C:18]([CH3:20])[CH:19]=2)[C:15]#[N:16])=[O:11])[CH2:23][CH2:24]1, predict the reactants needed to synthesize it. The reactants are: [CH:1]([C:4]1[C:5]([O:36][CH3:37])=[N:6][C:7]([CH3:35])=[C:8]([CH2:21][C:22]2([CH2:25][O:26]C3C=CC(OC)=CC=3)[CH2:24][CH2:23]2)[C:9]=1[C:10]([C:12]1[CH:13]=[C:14]([CH:17]=[C:18]([CH3:20])[CH:19]=1)[C:15]#[N:16])=[O:11])([CH3:3])[CH3:2].ClC1C=CC=C(C(OO)=O)C=1.